The task is: Predict the product of the given reaction.. This data is from Forward reaction prediction with 1.9M reactions from USPTO patents (1976-2016). (1) Given the reactants O.C([O-])([O-])=O.[K+].[K+].[Cl:8][C:9]1[CH:14]=[CH:13][CH:12]=[CH:11][C:10]=1[OH:15].Cl[C:17]([O:19][CH:20]([Cl:22])[CH3:21])=[O:18], predict the reaction product. The product is: [C:17](=[O:18])([O:15][C:10]1[CH:11]=[CH:12][CH:13]=[CH:14][C:9]=1[Cl:8])[O:19][CH:20]([Cl:22])[CH3:21]. (2) The product is: [CH:25]1([O:24][CH2:23][C:10]2([CH2:9][OH:8])[CH2:15][CH2:14][N:13]([C:16]([O:18][C:19]([CH3:20])([CH3:21])[CH3:22])=[O:17])[CH2:12][CH2:11]2)[CH2:26][CH2:27][CH2:28][CH2:29][CH2:30]1. Given the reactants C([O:8][CH2:9][C:10]1([CH2:23][O:24][C:25]2[CH:30]=[CH:29][CH:28]=[CH:27][CH:26]=2)[CH2:15][CH2:14][N:13]([C:16]([O:18][C:19]([CH3:22])([CH3:21])[CH3:20])=[O:17])[CH2:12][CH2:11]1)C1C=CC=CC=1.[H][H], predict the reaction product. (3) Given the reactants [Li]CCCC.[F:6][C:7]1[CH:8]=[C:9]([N:18]2[CH2:23][CH2:22][O:21][CH2:20][CH2:19]2)[CH:10]=[C:11]([F:17])[C:12]=1[CH:13]=[C:14](Br)Br.[NH4+].[Cl-], predict the reaction product. The product is: [F:6][C:7]1[CH:8]=[C:9]([N:18]2[CH2:23][CH2:22][O:21][CH2:20][CH2:19]2)[CH:10]=[C:11]([F:17])[C:12]=1[C:13]#[CH:14].